Predict which catalyst facilitates the given reaction. From a dataset of Catalyst prediction with 721,799 reactions and 888 catalyst types from USPTO. (1) Reactant: [CH2:1]([C:3]1[O:4][C:5]([C:9]([OH:11])=O)=[C:6]([CH3:8])[N:7]=1)[CH3:2].O1CCCC1.C(Cl)(=O)C(Cl)=O.[NH2:23][C:24]1[CH:25]=[C:26]([CH:43]=[CH:44][C:45]=1[F:46])[O:27][C:28]1[CH:29]=[CH:30][C:31]2[N:32]([CH:34]=[C:35]([NH:37][C:38]([CH:40]3[CH2:42][CH2:41]3)=[O:39])[N:36]=2)[N:33]=1. Product: [CH:40]1([C:38]([NH:37][C:35]2[N:36]=[C:31]3[CH:30]=[CH:29][C:28]([O:27][C:26]4[CH:43]=[CH:44][C:45]([F:46])=[C:24]([NH:23][C:9]([C:5]5[O:4][C:3]([CH2:1][CH3:2])=[N:7][C:6]=5[CH3:8])=[O:11])[CH:25]=4)=[N:33][N:32]3[CH:34]=2)=[O:39])[CH2:41][CH2:42]1. The catalyst class is: 402. (2) Reactant: [F:1][C:2]1[CH:26]=[CH:25][CH:24]=[CH:23][C:3]=1[CH2:4][N:5]1[C:9]2[CH2:10][CH2:11][CH2:12][C:8]=2[C:7]([C:13]2[N:18]=[C:17]([NH2:19])[C:16]([O:20][CH3:21])=[C:15]([NH2:22])[N:14]=2)=[N:6]1.C(N(CC)CC)C.[CH3:34][O:35][CH2:36][C:37](Cl)=[O:38].[OH-].[Na+]. The catalyst class is: 18. Product: [NH2:19][C:17]1[N:18]=[C:13]([C:7]2[C:8]3[CH2:12][CH2:11][CH2:10][C:9]=3[N:5]([CH2:4][C:3]3[CH:23]=[CH:24][CH:25]=[CH:26][C:2]=3[F:1])[N:6]=2)[N:14]=[C:15]([NH:22][C:37](=[O:38])[CH2:36][O:35][CH3:34])[C:16]=1[O:20][CH3:21]. (3) Reactant: [C:1]1([C:7]2[CH2:11][CH:10]([CH2:12][CH2:13][CH:14]=O)[O:9][N:8]=2)[CH:6]=[CH:5][CH:4]=[CH:3][CH:2]=1.Cl.[Cl:17][C:18]1[CH:23]=[CH:22][CH:21]=[CH:20][C:19]=1[N:24]1[CH2:29][CH2:28][NH:27][CH2:26][CH2:25]1.[BH-](OC(C)=O)(OC(C)=O)OC(C)=O.[Na+].C(N(C(C)C)CC)(C)C. Product: [Cl:17][C:18]1[CH:23]=[CH:22][CH:21]=[CH:20][C:19]=1[N:24]1[CH2:29][CH2:28][N:27]([CH2:14][CH2:13][CH2:12][CH:10]2[O:9][N:8]=[C:7]([C:1]3[CH:6]=[CH:5][CH:4]=[CH:3][CH:2]=3)[CH2:11]2)[CH2:26][CH2:25]1. The catalyst class is: 2. (4) Reactant: [OH:1][C:2]1[CH:7]=[C:6]([CH3:8])[C:5]([NH:9][CH:10]=[O:11])=[C:4]([CH3:12])[C:3]=1[CH3:13].Br[CH2:15][C:16]([CH3:24])=[CH:17][C:18]1[CH:23]=[CH:22][CH:21]=[CH:20][CH:19]=1. Product: [CH3:12][C:4]1[C:3]([CH3:13])=[C:2]([O:1][CH2:15][C:16]([CH3:24])=[CH:17][C:18]2[CH:23]=[CH:22][CH:21]=[CH:20][CH:19]=2)[CH:7]=[C:6]([CH3:8])[C:5]=1[NH:9][CH:10]=[O:11]. The catalyst class is: 175.